From a dataset of CYP2D6 inhibition data for predicting drug metabolism from PubChem BioAssay. Regression/Classification. Given a drug SMILES string, predict its absorption, distribution, metabolism, or excretion properties. Task type varies by dataset: regression for continuous measurements (e.g., permeability, clearance, half-life) or binary classification for categorical outcomes (e.g., BBB penetration, CYP inhibition). Dataset: cyp2d6_veith. (1) The compound is COc1cccc(CSCC(=O)O)c1. The result is 0 (non-inhibitor). (2) The compound is Cc1ccc(S(=O)(=O)Nc2nc3ccccc3nc2N2CCc3ccccc3C2)cc1. The result is 0 (non-inhibitor).